This data is from Peptide-MHC class I binding affinity with 185,985 pairs from IEDB/IMGT. The task is: Regression. Given a peptide amino acid sequence and an MHC pseudo amino acid sequence, predict their binding affinity value. This is MHC class I binding data. (1) The peptide sequence is YLRQRQVAL. The MHC is BoLA-HD6 with pseudo-sequence BoLA-HD6. The binding affinity (normalized) is 0.973. (2) The peptide sequence is FFSPFFFSL. The MHC is HLA-B27:03 with pseudo-sequence HLA-B27:03. The binding affinity (normalized) is 0.0847. (3) The peptide sequence is MLTNASGHA. The MHC is HLA-A29:02 with pseudo-sequence HLA-A29:02. The binding affinity (normalized) is 0.0847. (4) The peptide sequence is AMLTAFFLR. The MHC is HLA-A31:01 with pseudo-sequence HLA-A31:01. The binding affinity (normalized) is 1.00.